From a dataset of Full USPTO retrosynthesis dataset with 1.9M reactions from patents (1976-2016). Predict the reactants needed to synthesize the given product. Given the product [C:15]1([CH2:14][CH:8]2[CH2:9][C:10](=[O:13])[CH2:11][CH2:12][NH:7]2)[CH:16]=[CH:17][CH:18]=[CH:19][CH:20]=1.[CH3:24][C:22]1[CH:21]=[C:4]([CH:3]=[C:2]([CH3:1])[CH:23]=1)[C:5]([N:7]1[CH2:12][CH2:11][C:10](=[O:13])[CH2:9][CH:8]1[CH2:14][C:15]1[CH:20]=[CH:19][CH:18]=[CH:17][CH:16]=1)=[O:6], predict the reactants needed to synthesize it. The reactants are: [CH3:1][C:2]1[CH:3]=[C:4]([CH:21]=[C:22]([CH3:24])[CH:23]=1)[C:5]([N:7]1[CH2:12][CH2:11][C:10](=[O:13])[CH2:9][CH:8]1[CH2:14][C:15]1[CH:20]=[CH:19][CH:18]=[CH:17][CH:16]=1)=[O:6].C1(C(C2C=CC=CC=2)N2CCNCC2)C=CC=CC=1.[O-]CCCC.[O-]CCCC.[O-]CCCC.[Al+3].S1C=CC=C1.[H][H].